This data is from Peptide-MHC class I binding affinity with 185,985 pairs from IEDB/IMGT. The task is: Regression. Given a peptide amino acid sequence and an MHC pseudo amino acid sequence, predict their binding affinity value. This is MHC class I binding data. (1) The peptide sequence is EARGKEKLL. The MHC is HLA-A01:01 with pseudo-sequence HLA-A01:01. The binding affinity (normalized) is 0.0847. (2) The peptide sequence is NIILSKIPY. The MHC is HLA-A02:06 with pseudo-sequence HLA-A02:06. The binding affinity (normalized) is 0. (3) The binding affinity (normalized) is 0.0735. The peptide sequence is RVYQEPQV. The MHC is H-2-Kb with pseudo-sequence H-2-Kb. (4) The peptide sequence is RLPLVLPAV. The MHC is HLA-A02:07 with pseudo-sequence HLA-A02:07. The binding affinity (normalized) is 0.798. (5) The peptide sequence is VTHPLTPL. The MHC is H-2-Db with pseudo-sequence H-2-Db. The binding affinity (normalized) is 0.159. (6) The peptide sequence is HPKKVKQAF. The MHC is HLA-B07:02 with pseudo-sequence HLA-B07:02. The binding affinity (normalized) is 0.646. (7) The MHC is BoLA-T2b with pseudo-sequence BoLA-T2b. The peptide sequence is EQGKQHAWL. The binding affinity (normalized) is 0.324. (8) The peptide sequence is KRWAFRTGV. The MHC is HLA-B15:17 with pseudo-sequence HLA-B15:17. The binding affinity (normalized) is 0.0847.